From a dataset of Full USPTO retrosynthesis dataset with 1.9M reactions from patents (1976-2016). Predict the reactants needed to synthesize the given product. (1) Given the product [CH3:1][S:2]([O:15][CH2:14]/[CH:13]=[CH:12]/[C:8]1[CH:7]=[N:6][CH:11]=[CH:10][CH:9]=1)(=[O:4])=[O:3], predict the reactants needed to synthesize it. The reactants are: [CH3:1][S:2](Cl)(=[O:4])=[O:3].[N:6]1[CH:11]=[CH:10][CH:9]=[C:8](/[CH:12]=[CH:13]/[CH2:14][OH:15])[CH:7]=1.C(N(CC)CC)C. (2) Given the product [Br:10][C:7]1[C:2]([Cl:1])=[CH:3][C:4]([O:8][CH3:9])=[N:5][CH:6]=1, predict the reactants needed to synthesize it. The reactants are: [Cl:1][C:2]1[CH:7]=[CH:6][N:5]=[C:4]([O:8][CH3:9])[CH:3]=1.[Br:10]N1C(=O)CCC1=O.O.